This data is from Reaction yield outcomes from USPTO patents with 853,638 reactions. The task is: Predict the reaction yield, written as a fraction of the theoretical maximum amount of product (1.0 means a 100% yield; for example, 0.34 means a 34% yield). (1) The reactants are [O:1]1[C:6]2[CH:7]=[CH:8][CH:9]=[C:10]([N:11]3[CH2:16][CH2:15][N:14]([C@H:17]([CH3:26])[CH2:18][NH:19][C:20]4[CH:25]=[CH:24][CH:23]=[CH:22][N:21]=4)[CH2:13][CH2:12]3)[C:5]=2[O:4][CH2:3][CH2:2]1.[C:27]([C:29]1[CH:37]=[CH:36][C:32]([C:33](Cl)=[O:34])=[CH:31][CH:30]=1)#[N:28]. The catalyst is ClCCl. The product is [C:27]([C:29]1[CH:37]=[CH:36][C:32]([C:33]([N:19]([CH2:18][C@H:17]([N:14]2[CH2:15][CH2:16][N:11]([C:10]3[C:5]4[O:4][CH2:3][CH2:2][O:1][C:6]=4[CH:7]=[CH:8][CH:9]=3)[CH2:12][CH2:13]2)[CH3:26])[C:20]2[CH:25]=[CH:24][CH:23]=[CH:22][N:21]=2)=[O:34])=[CH:31][CH:30]=1)#[N:28]. The yield is 0.970. (2) The reactants are C(O)(C(F)(F)F)=O.[F:8][C:9]1[CH:14]=[CH:13][C:12]([C:15]([NH:17][C@H:18]([C:27]([O:29]C(C)(C)C)=[O:28])[CH2:19][C:20]([O:22]C(C)(C)C)=[O:21])=[O:16])=[C:11]([NH:34][C:35]([NH:37][C:38]2[C:43]([CH3:44])=[CH:42][C:41]([CH3:45])=[CH:40][C:39]=2[CH3:46])=[O:36])[CH:10]=1.CCOCC. The catalyst is C(Cl)Cl. The product is [F:8][C:9]1[CH:14]=[CH:13][C:12]([C:15]([NH:17][C@H:18]([C:27]([OH:29])=[O:28])[CH2:19][C:20]([OH:22])=[O:21])=[O:16])=[C:11]([NH:34][C:35]([NH:37][C:38]2[C:43]([CH3:44])=[CH:42][C:41]([CH3:45])=[CH:40][C:39]=2[CH3:46])=[O:36])[CH:10]=1. The yield is 0.550. (3) The reactants are [CH3:1][O:2][C:3](=[O:12])[C:4]1[C:9](I)=[CH:8][CH:7]=[CH:6][C:5]=1[F:11].C([Mg]Cl)(C)C.C(O[B:22]1[O:26][C:25]([CH3:28])([CH3:27])[C:24]([CH3:30])([CH3:29])[O:23]1)(C)C.[NH4+].[Cl-]. The catalyst is C1COCC1. The product is [CH3:1][O:2][C:3](=[O:12])[C:4]1[C:9]([B:22]2[O:26][C:25]([CH3:28])([CH3:27])[C:24]([CH3:30])([CH3:29])[O:23]2)=[CH:8][CH:7]=[CH:6][C:5]=1[F:11]. The yield is 0.750. (4) The reactants are [NH2:1][C:2]1[CH:11]=[CH:10][C:5]([C:6]([O:8][CH3:9])=[O:7])=[C:4]([O:12][CH3:13])[CH:3]=1.[I:14]Cl. The catalyst is C(O)(=O)C. The product is [NH2:1][C:2]1[C:11]([I:14])=[CH:10][C:5]([C:6]([O:8][CH3:9])=[O:7])=[C:4]([O:12][CH3:13])[CH:3]=1. The yield is 0.880. (5) The reactants are [CH2:1]([OH:8])[CH2:2][CH2:3][CH2:4][CH2:5][CH2:6][OH:7].[CH3:9][S:10](Cl)(=[O:12])=[O:11]. The catalyst is N1C=CC=CC=1. The product is [CH3:9][S:10]([O:7][CH2:6][CH2:5][CH2:4][CH2:3][CH2:2][CH2:1][O:8][S:10]([CH3:9])(=[O:12])=[O:11])(=[O:12])=[O:11]. The yield is 0.328. (6) The reactants are [CH3:1][O:2][C:3]1[C:12]([NH:13][C:14](=[S:22])OC2C=CC=CC=2)=[N:11][C:10]2[C:5](=[CH:6][CH:7]=[CH:8][CH:9]=2)[N:4]=1.[CH3:23][C:24]1[CH:25]=[C:26]([N:31]2[CH2:36][CH2:35][NH:34][CH2:33][CH2:32]2)[CH:27]=[C:28]([CH3:30])[CH:29]=1. No catalyst specified. The product is [CH3:1][O:2][C:3]1[C:12]([NH:13][C:14]([N:34]2[CH2:35][CH2:36][N:31]([C:26]3[CH:27]=[C:28]([CH3:30])[CH:29]=[C:24]([CH3:23])[CH:25]=3)[CH2:32][CH2:33]2)=[S:22])=[N:11][C:10]2[C:5](=[CH:6][CH:7]=[CH:8][CH:9]=2)[N:4]=1. The yield is 0.650.